Dataset: Full USPTO retrosynthesis dataset with 1.9M reactions from patents (1976-2016). Task: Predict the reactants needed to synthesize the given product. (1) The reactants are: [CH3:1][O:2][C:3]1[C:4](=[O:15])[CH:5]=[C:6]([C:9]2[CH:14]=[CH:13][CH:12]=[CH:11][CH:10]=2)O[CH:8]=1.CC(O)=O.[NH2:20][C:21]1[CH:22]=[C:23]([C:27]2[CH:32]=[CH:31][CH:30]=[CH:29][CH:28]=2)[CH:24]=[CH:25][CH:26]=1. Given the product [C:23]1([C:27]2[CH:28]=[CH:29][CH:30]=[CH:31][CH:32]=2)[CH:24]=[CH:25][CH:26]=[C:21]([N:20]2[CH:8]=[C:3]([O:2][CH3:1])[C:4](=[O:15])[CH:5]=[C:6]2[C:9]2[CH:10]=[CH:11][CH:12]=[CH:13][CH:14]=2)[CH:22]=1, predict the reactants needed to synthesize it. (2) Given the product [Cl:1][C:2]1[CH:7]=[CH:6][C:5]([N:8]2[CH:12]=[CH:11][C:10]([C:13]([OH:15])=[O:14])=[N:9]2)=[CH:4][C:3]=1[F:18], predict the reactants needed to synthesize it. The reactants are: [Cl:1][C:2]1[CH:7]=[CH:6][C:5]([N:8]2[CH:12]=[CH:11][C:10]([C:13]([O:15]CC)=[O:14])=[N:9]2)=[CH:4][C:3]=1[F:18].[Li+].[OH-].Cl. (3) The reactants are: [CH3:1][Sn:2](Cl)([CH3:4])[CH3:3].Cl[C:7]1[CH:12]=[CH:11][N:10]=[C:9]([CH:13]([CH3:15])[CH3:14])[CH:8]=1. Given the product [CH:13]([C:9]1[CH:8]=[C:7]([Sn:2]([CH3:4])([CH3:3])[CH3:1])[CH:12]=[CH:11][N:10]=1)([CH3:15])[CH3:14], predict the reactants needed to synthesize it. (4) The reactants are: [CH:1]1([C:4]2[C:5]([C:18](OC)=[O:19])=[CH:6][C:7]([F:17])=[C:8]([CH:16]=2)[C:9]([O:11][C:12]([CH3:15])([CH3:14])[CH3:13])=[O:10])[CH2:3][CH2:2]1.CO.[BH4-].[Na+]. Given the product [CH:1]1([C:4]2[C:5]([CH2:18][OH:19])=[CH:6][C:7]([F:17])=[C:8]([CH:16]=2)[C:9]([O:11][C:12]([CH3:14])([CH3:15])[CH3:13])=[O:10])[CH2:3][CH2:2]1, predict the reactants needed to synthesize it.